Predict the reactants needed to synthesize the given product. From a dataset of Full USPTO retrosynthesis dataset with 1.9M reactions from patents (1976-2016). Given the product [O:1]=[C:2]1[C:10]2[C:5](=[CH:6][CH:7]=[CH:8][C:9]=2[C:11]2[CH:12]=[CH:13][C:14]([C:17]([F:18])([F:19])[F:20])=[CH:15][CH:16]=2)[CH2:4][N:3]1[C:21]1[CH:22]=[C:23]([C:27]([OH:29])=[O:28])[N:24]([CH3:26])[CH:25]=1, predict the reactants needed to synthesize it. The reactants are: [O:1]=[C:2]1[C:10]2[C:5](=[CH:6][CH:7]=[CH:8][C:9]=2[C:11]2[CH:16]=[CH:15][C:14]([C:17]([F:20])([F:19])[F:18])=[CH:13][CH:12]=2)[CH2:4][N:3]1[C:21]1[CH:22]=[C:23]([C:27]([O:29]C)=[O:28])[N:24]([CH3:26])[CH:25]=1.[OH-].[Na+].ClCCl.C(O)C.